Dataset: Peptide-MHC class I binding affinity with 185,985 pairs from IEDB/IMGT. Task: Regression. Given a peptide amino acid sequence and an MHC pseudo amino acid sequence, predict their binding affinity value. This is MHC class I binding data. (1) The peptide sequence is RPAEEATSL. The MHC is HLA-B08:01 with pseudo-sequence HLA-B08:01. The binding affinity (normalized) is 0.507. (2) The peptide sequence is QLAKRSEIL. The MHC is HLA-B57:01 with pseudo-sequence HLA-B57:01. The binding affinity (normalized) is 0.0847. (3) The peptide sequence is YLLEMLWRL. The MHC is HLA-A68:01 with pseudo-sequence HLA-A68:01. The binding affinity (normalized) is 0.0933.